From a dataset of Forward reaction prediction with 1.9M reactions from USPTO patents (1976-2016). Predict the product of the given reaction. (1) Given the reactants [C:1]1(=[O:6])[O:5][CH2:4][CH2:3][CH2:2]1.[OH:12][CH2:13][CH2:14][CH2:15][CH2:16][O:12][C:13](=[O:18])[CH2:14][CH2:15][CH2:16][OH:18], predict the reaction product. The product is: [CH2:1]([OH:6])[CH2:2][CH2:3][CH2:4][OH:5].[C:13]1(=[O:12])[O:18][CH2:16][CH2:15][CH2:14]1. (2) Given the reactants CCN(C(C)C)C(C)C.C(Cl)CCl.C1C=CC2N(O)N=NC=2C=1.Cl.Cl.C([O:28][C:29](=[O:34])[C@H:30]([CH2:32][OH:33])[NH2:31])C.C(CCC(N[C:44](=[O:68])[CH2:45][C:46]1[CH:50]=[C:49]([C:51]2[CH:56]=[CH:55][C:54]([S:57]([CH3:60])(=[O:59])=[O:58])=[CH:53][CH:52]=2)[N:48]([C:61]2[CH:66]=[CH:65][CH:64]=[CH:63][CH:62]=2)[C:47]=1[CH3:67])CO)(O)=O.[OH-].[Na+].Cl, predict the reaction product. The product is: [OH:33][CH2:32][C@H:30]([NH:31][C:44](=[O:68])[CH2:45][C:46]1[CH:50]=[C:49]([C:51]2[CH:52]=[CH:53][C:54]([S:57]([CH3:60])(=[O:59])=[O:58])=[CH:55][CH:56]=2)[N:48]([C:61]2[CH:62]=[CH:63][CH:64]=[CH:65][CH:66]=2)[C:47]=1[CH3:67])[C:29]([OH:28])=[O:34]. (3) Given the reactants [N+:1]([C:4]1[CH:5]=[CH:6][C:7]([C:11]([F:14])([F:13])[F:12])=[C:8]([CH:10]=1)[NH2:9])([O-:3])=[O:2].C(N(C(C)C)CC)(C)C.[C:24](Cl)(=[O:27])[CH:25]=[CH2:26].C(=O)([O-])[O-].[K+].[K+], predict the reaction product. The product is: [N+:1]([C:4]1[CH:5]=[CH:6][C:7]([C:11]([F:12])([F:13])[F:14])=[C:8]([NH:9][C:24](=[O:27])[CH:25]=[CH2:26])[CH:10]=1)([O-:3])=[O:2]. (4) Given the reactants [Li]C(CC)C.BrC1C=CC(Cl)=CN=1.C[Si](C)(C)C#CC(=O)C.C(=O)([O-])[O-].[K+].[K+].[Cl:29][C:30]1[CH:31]=[CH:32][C:33]([C:36]([OH:44])([C:38]#[C:39][Si](C)(C)C)[CH3:37])=[N:34][CH:35]=1, predict the reaction product. The product is: [Cl:29][C:30]1[CH:31]=[CH:32][C:33]([C:36]([OH:44])([C:38]#[CH:39])[CH3:37])=[N:34][CH:35]=1. (5) Given the reactants [O:1]1[C:5]([C:6]2[CH:14]=[CH:13][CH:12]=[CH:11][C:7]=2[C:8]([OH:10])=O)=[CH:4][N:3]=[CH:2]1.Cl.[F:16][C:17]1[CH:30]=[C:29]([F:31])[CH:28]=[CH:27][C:18]=1[CH2:19][C:20]1([OH:26])[CH2:25][CH2:24][NH:23][CH2:22][CH2:21]1.CN(C(ON1N=NC2C=CC=NC1=2)=[N+](C)C)C.F[P-](F)(F)(F)(F)F.C(N(CC)CC)C, predict the reaction product. The product is: [F:16][C:17]1[CH:30]=[C:29]([F:31])[CH:28]=[CH:27][C:18]=1[CH2:19][C:20]1([OH:26])[CH2:25][CH2:24][N:23]([C:8]([C:7]2[CH:11]=[CH:12][CH:13]=[CH:14][C:6]=2[C:5]2[O:1][CH:2]=[N:3][CH:4]=2)=[O:10])[CH2:22][CH2:21]1. (6) Given the reactants [CH2:1]([O:3][C:4](=[O:26])[CH2:5][N:6]1[CH:11]=[CH:10][N:9]=[C:8]([NH:12][C@H:13]([CH2:21][N:22]=[N+:23]=[N-:24])[CH2:14][C:15]2[CH:20]=[CH:19][CH:18]=[CH:17][CH:16]=2)[C:7]1=[O:25])[CH3:2].[Cl:27]N1C(=O)CCC1=O, predict the reaction product. The product is: [CH2:1]([O:3][C:4](=[O:26])[CH2:5][N:6]1[C:11]([Cl:27])=[CH:10][N:9]=[C:8]([NH:12][C@H:13]([CH2:21][N:22]=[N+:23]=[N-:24])[CH2:14][C:15]2[CH:16]=[CH:17][CH:18]=[CH:19][CH:20]=2)[C:7]1=[O:25])[CH3:2]. (7) Given the reactants [NH2:1][C@H:2]1[CH2:6][CH2:5][N:4]([C:7]([O:9][C:10]([CH3:13])([CH3:12])[CH3:11])=[O:8])[CH2:3]1.[CH3:14][C:15]([CH3:17])=O.[H][H], predict the reaction product. The product is: [CH:15]([NH:1][C@H:2]1[CH2:6][CH2:5][N:4]([C:7]([O:9][C:10]([CH3:13])([CH3:12])[CH3:11])=[O:8])[CH2:3]1)([CH3:17])[CH3:14]. (8) Given the reactants C([O:8][C:9](=[O:37])[C@@H:10]([NH:29][C:30]([O:32][C:33]([CH3:36])([CH3:35])[CH3:34])=[O:31])[CH2:11][CH2:12][C:13]1[N:17]([CH2:18][CH2:19][CH2:20][CH2:21][CH3:22])[C:16]2[CH:23]=[C:24]([Cl:28])[C:25]([Cl:27])=[CH:26][C:15]=2[N:14]=1)C1C=CC=CC=1.[OH-].[Na+], predict the reaction product. The product is: [C:33]([O:32][C:30]([NH:29][C@@H:10]([CH2:11][CH2:12][C:13]1[N:17]([CH2:18][CH2:19][CH2:20][CH2:21][CH3:22])[C:16]2[CH:23]=[C:24]([Cl:28])[C:25]([Cl:27])=[CH:26][C:15]=2[N:14]=1)[C:9]([OH:37])=[O:8])=[O:31])([CH3:34])([CH3:35])[CH3:36].